This data is from Forward reaction prediction with 1.9M reactions from USPTO patents (1976-2016). The task is: Predict the product of the given reaction. (1) Given the reactants [H-].[Na+].[NH:3]1[CH2:7][CH2:6][CH2:5][C:4]1=[O:8].Br[CH2:10][C:11]1[CH:16]=[CH:15][CH:14]=[C:13]([O:17][C:18]2[CH:23]=[CH:22][CH:21]=[CH:20][CH:19]=2)[CH:12]=1, predict the reaction product. The product is: [O:17]([C:13]1[CH:14]=[CH:15][CH2:16][CH:11]([CH2:10][N:3]2[CH2:7][CH2:6][CH2:5][C:4]2=[O:8])[CH:12]=1)[C:18]1[CH:23]=[CH:22][CH:21]=[CH:20][CH:19]=1. (2) Given the reactants [C:1]([C:5]1[CH:17]=[CH:16][C:15]([Cl:18])=[CH:14][C:6]=1[O:7]C1CCCCO1)#[C:2][CH2:3][CH3:4], predict the reaction product. The product is: [C:1]([C:5]1[CH:17]=[CH:16][C:15]([Cl:18])=[CH:14][C:6]=1[OH:7])#[C:2][CH2:3][CH3:4]. (3) Given the reactants [C:1]([O:5][C:6]([NH:8][C:9]([CH3:22])([CH3:21])[CH:10]([O:17]C(=O)C)[C:11](=[O:16])[NH:12][CH:13]1[CH2:15][CH2:14]1)=[O:7])([CH3:4])([CH3:3])[CH3:2].[OH-].[Na+].Cl, predict the reaction product. The product is: [C:1]([O:5][C:6](=[O:7])[NH:8][C:9]([CH3:22])([CH3:21])[CH:10]([C:11](=[O:16])[NH:12][CH:13]1[CH2:15][CH2:14]1)[OH:17])([CH3:4])([CH3:2])[CH3:3]. (4) Given the reactants Cl[C:2]1[C:6]([C:7]#[N:8])=[C:5]([C:9]2[CH:14]=[CH:13][C:12]([CH3:15])=[CH:11][C:10]=2[F:16])[S:4][N:3]=1.[Al](C)(C)[CH3:18], predict the reaction product. The product is: [F:16][C:10]1[CH:11]=[C:12]([CH3:15])[CH:13]=[CH:14][C:9]=1[C:5]1[S:4][N:3]=[C:2]([CH3:18])[C:6]=1[C:7]#[N:8]. (5) Given the reactants CS[C:3]1[S:4]/[C:5](=[CH:9]\[C:10]2[CH:11]=[C:12]3[C:17](=[CH:18][CH:19]=2)[N:16]=[CH:15][CH:14]=[CH:13]3)/[C:6](=[O:8])[N:7]=1.Cl.[C:21]1([C@@H:27]2[CH2:29][C@H:28]2[NH2:30])[CH:26]=[CH:25][CH:24]=[CH:23][CH:22]=1.CCN(C(C)C)C(C)C, predict the reaction product. The product is: [C:21]1([C@@H:27]2[CH2:29][C@H:28]2[NH:30][C:3]2[S:4]/[C:5](=[CH:9]\[C:10]3[CH:11]=[C:12]4[C:17](=[CH:18][CH:19]=3)[N:16]=[CH:15][CH:14]=[CH:13]4)/[C:6](=[O:8])[N:7]=2)[CH:26]=[CH:25][CH:24]=[CH:23][CH:22]=1. (6) Given the reactants [C:1]([O:5][C:6](=[O:37])[N:7]([C:19]1[CH:20]=[CH:21][C:22]2[N:27]([C:28]3[CH:33]=[CH:32][C:31]([Cl:34])=[CH:30][CH:29]=3)[C:26](=[O:35])[CH2:25][O:24][C:23]=2[N:36]=1)[CH2:8][C:9]1[CH:14]=[CH:13][C:12]([O:15][CH3:16])=[CH:11][C:10]=1[O:17][CH3:18])([CH3:4])([CH3:3])[CH3:2].[Li+].C[Si]([N-][Si](C)(C)C)(C)C.I[CH2:49][CH3:50].[CH2:51]1COC[CH2:52]1, predict the reaction product. The product is: [C:1]([O:5][C:6](=[O:37])[N:7]([C:19]1[CH:20]=[CH:21][C:22]2[N:27]([C:28]3[CH:29]=[CH:30][C:31]([Cl:34])=[CH:32][CH:33]=3)[C:26](=[O:35])[C:25]([CH2:49][CH3:50])([CH2:51][CH3:52])[O:24][C:23]=2[N:36]=1)[CH2:8][C:9]1[CH:14]=[CH:13][C:12]([O:15][CH3:16])=[CH:11][C:10]=1[O:17][CH3:18])([CH3:4])([CH3:2])[CH3:3]. (7) Given the reactants [C:1]1([CH3:22])[CH:6]=CC=C[C:2]=1P([C:2]1C=CC=[CH:6][C:1]=1[CH3:22])[C:2]1C=CC=[CH:6][C:1]=1[CH3:22].[C:23]1([NH:29][C:30]2[CH:35]=[CH:34][CH:33]=[CH:32][CH:31]=2)[CH:28]=[CH:27][CH:26]=[CH:25][CH:24]=1.C([O:40][C:41](=[O:49])[C:42]1[CH:47]=[CH:46][CH:45]=[C:44](Br)[CH:43]=1)(C)(C)C.CC(C)([O-])C.[Na+], predict the reaction product. The product is: [C:30]1([N:29]([C:23]2[CH:24]=[CH:25][CH:26]=[CH:27][CH:28]=2)[C:47]2[CH:46]=[CH:45][CH:44]=[C:43]([C:1]([CH3:22])([CH3:6])[CH3:2])[C:42]=2[C:41]([OH:40])=[O:49])[CH:31]=[CH:32][CH:33]=[CH:34][CH:35]=1. (8) Given the reactants [Br:1][C:2]1[CH:7]=[CH:6][CH:5]=[C:4](Br)[N:3]=1.[CH3:9][NH2:10], predict the reaction product. The product is: [CH3:9][NH:10][C:4]1[N:3]=[C:2]([Br:1])[CH:7]=[CH:6][CH:5]=1. (9) Given the reactants [CH:1]([N:4]1[C:8]2[CH:9]=[CH:10][CH:11]=[CH:12][C:7]=2[N:6]([CH2:13][C:14]2[N:18]([CH2:19][CH2:20][CH:21]([CH3:23])[CH3:22])[C:17]3[CH:24]=[CH:25][CH:26]=[C:27]([CH:28]=[CH:29][C:30]#[N:31])[C:16]=3[N:15]=2)[C:5]1=[O:32])([CH3:3])[CH3:2], predict the reaction product. The product is: [CH:1]([N:4]1[C:8]2[CH:9]=[CH:10][CH:11]=[CH:12][C:7]=2[N:6]([CH2:13][C:14]2[N:18]([CH2:19][CH2:20][CH:21]([CH3:23])[CH3:22])[C:17]3[CH:24]=[CH:25][CH:26]=[C:27]([CH2:28][CH2:29][C:30]#[N:31])[C:16]=3[N:15]=2)[C:5]1=[O:32])([CH3:2])[CH3:3].